From a dataset of Catalyst prediction with 721,799 reactions and 888 catalyst types from USPTO. Predict which catalyst facilitates the given reaction. Product: [Cl:17][C:18]1[C:19]([O:30][C:31]2[N:35]([CH3:36])[N:34]=[C:33]([CH3:37])[C:32]=2[CH3:38])=[CH:20][C:21]([O:26][CH2:27][O:28][CH3:29])=[C:22](/[CH:23]=[CH:2]/[C:1]([O:4][CH2:5][CH3:6])=[O:3])[CH:25]=1. The catalyst class is: 7. Reactant: [C:1]([O:4][CH2:5][CH2:6]P(OCC)(OCC)=O)(=[O:3])[CH3:2].[H-].[Na+].[Cl:17][C:18]1[C:19]([O:30][C:31]2[N:35]([CH3:36])[N:34]=[C:33]([CH3:37])[C:32]=2[CH3:38])=[CH:20][C:21]([O:26][CH2:27][O:28][CH3:29])=[C:22]([CH:25]=1)[CH:23]=O.[Cl-].[NH4+].